From a dataset of Reaction yield outcomes from USPTO patents with 853,638 reactions. Predict the reaction yield, written as a fraction of the theoretical maximum amount of product (1.0 means a 100% yield; for example, 0.34 means a 34% yield). The reactants are [CH2:1]([N:3]([CH2:22][CH3:23])[CH2:4][CH2:5][N:6]1[CH2:11][CH2:10][C:9]2[NH:12][C:13]([CH:19]=O)=[C:14]([C:15]([F:18])([F:17])[F:16])[C:8]=2[C:7]1=[O:21])[CH3:2].[Cl:24][C:25]1[CH:26]=[C:27]([NH:32][C:33]2[C:34]3[CH2:41][C:40](=[O:42])[NH:39][C:35]=3[N:36]=[CH:37][N:38]=2)[CH:28]=[CH:29][C:30]=1[F:31]. No catalyst specified. The product is [Cl:24][C:25]1[CH:26]=[C:27]([NH:32][C:33]2[C:34]3[C:41](=[CH:19][C:13]4[NH:12][C:9]5[CH2:10][CH2:11][N:6]([CH2:5][CH2:4][N:3]([CH2:22][CH3:23])[CH2:1][CH3:2])[C:7](=[O:21])[C:8]=5[C:14]=4[C:15]([F:17])([F:18])[F:16])[C:40](=[O:42])[NH:39][C:35]=3[N:36]=[CH:37][N:38]=2)[CH:28]=[CH:29][C:30]=1[F:31]. The yield is 0.485.